This data is from Forward reaction prediction with 1.9M reactions from USPTO patents (1976-2016). The task is: Predict the product of the given reaction. (1) The product is: [F:19][C:20]([F:37])([F:38])[O:21][C:22]1[CH:23]=[C:24]([O:28][C:29]2[CH:36]=[CH:35][C:32]([CH2:33][NH:34][C:11](=[O:13])[C:10]3[CH:14]=[CH:15][C:16]([CH3:18])=[N:17][C:9]=3[NH2:8])=[CH:31][CH:30]=2)[CH:25]=[CH:26][CH:27]=1. Given the reactants C(N(CC)CC)C.[NH2:8][C:9]1[N:17]=[C:16]([CH3:18])[CH:15]=[CH:14][C:10]=1[C:11]([OH:13])=O.[F:19][C:20]([F:38])([F:37])[O:21][C:22]1[CH:23]=[C:24]([O:28][C:29]2[CH:36]=[CH:35][C:32]([CH2:33][NH2:34])=[CH:31][CH:30]=2)[CH:25]=[CH:26][CH:27]=1.CN([P+](ON1N=NC2C=CC=CC1=2)(N(C)C)N(C)C)C.F[P-](F)(F)(F)(F)F, predict the reaction product. (2) Given the reactants [Na].[F:2][CH2:3][CH:4]1[O:9][CH2:8][CH2:7][N:6]([C:10]2[N:11]=[C:12]([CH2:17][C:18]([OH:20])=O)[NH:13][C:14](=[O:16])[CH:15]=2)[CH2:5]1.[F:21][C:22]1[CH:28]=[CH:27][C:25]([NH2:26])=[CH:24][CH:23]=1, predict the reaction product. The product is: [F:2][CH2:3][CH:4]1[O:9][CH2:8][CH2:7][N:6]([C:10]2[N:11]=[C:12]([CH2:17][C:18]([NH:26][C:25]3[CH:27]=[CH:28][C:22]([F:21])=[CH:23][CH:24]=3)=[O:20])[NH:13][C:14](=[O:16])[CH:15]=2)[CH2:5]1.